Dataset: Forward reaction prediction with 1.9M reactions from USPTO patents (1976-2016). Task: Predict the product of the given reaction. Given the reactants [NH2:1][C:2]1([CH2:8][C:9]2[CH:14]=[CH:13][CH:12]=[CH:11][CH:10]=2)[CH2:6][CH2:5][O:4][C:3]1=[O:7].[C:15](O[C:15]([O:17][C:18]([CH3:21])([CH3:20])[CH3:19])=[O:16])([O:17][C:18]([CH3:21])([CH3:20])[CH3:19])=[O:16], predict the reaction product. The product is: [CH2:8]([C:2]1([NH:1][C:15](=[O:16])[O:17][C:18]([CH3:21])([CH3:20])[CH3:19])[CH2:6][CH2:5][O:4][C:3]1=[O:7])[C:9]1[CH:14]=[CH:13][CH:12]=[CH:11][CH:10]=1.